Dataset: CYP2C9 inhibition data for predicting drug metabolism from PubChem BioAssay. Task: Regression/Classification. Given a drug SMILES string, predict its absorption, distribution, metabolism, or excretion properties. Task type varies by dataset: regression for continuous measurements (e.g., permeability, clearance, half-life) or binary classification for categorical outcomes (e.g., BBB penetration, CYP inhibition). Dataset: cyp2c9_veith. (1) The compound is c1cnc(N2CCCC3(CCNCC3)C2)nc1. The result is 0 (non-inhibitor). (2) The molecule is CC(C)(C)C(=O)[C@H]1[C@H](c2ccccc2)[C@@]2(N=C(c3ccccc3)OC2=O)C2c3ccccc3C=NN21. The result is 1 (inhibitor). (3) The compound is Cc1ccc(-n2c(=O)cc(N3CCC(C)CC3)[nH]c2=O)cc1. The result is 0 (non-inhibitor). (4) The drug is NCCCCN. The result is 0 (non-inhibitor). (5) The molecule is Cc1noc(NS(=O)(=O)c2ccc(N/C=C\C(=O)c3ccc4c(c3)OCO4)cc2)c1C. The result is 1 (inhibitor).